Dataset: Forward reaction prediction with 1.9M reactions from USPTO patents (1976-2016). Task: Predict the product of the given reaction. (1) Given the reactants [NH:1]1[C:9]2[C:4](=[CH:5][CH:6]=[CH:7][CH:8]=2)[CH:3]=[C:2]1[C:10]([NH2:12])=[NH:11].[CH:13](=[C:20]([C:23]#[N:24])[C:21]#[N:22])[C:14]1[CH:19]=[CH:18][CH:17]=[CH:16][CH:15]=1, predict the reaction product. The product is: [NH2:24][CH2:23][C:20]1[C:21]([NH2:22])=[N:11][C:10]([C:2]2[NH:1][C:9]3[C:4]([CH:3]=2)=[CH:5][CH:6]=[CH:7][CH:8]=3)=[N:12][C:13]=1[C:14]1[CH:19]=[CH:18][CH:17]=[CH:16][CH:15]=1. (2) The product is: [CH2:2]([O:3][C:4](=[O:5])[C@@H:6]([NH:7][C:12]([O:14][C:15]([CH3:18])([CH3:17])[CH3:16])=[O:13])[CH2:10][CH2:9][C:8](=[O:11])[CH3:19])[CH3:1]. Given the reactants [CH3:1][CH2:2][O:3][C:4]([C@@H:6]1[CH2:10][CH2:9][C:8](=[O:11])[N:7]1[C:12]([O:14][C:15]([CH3:18])([CH3:17])[CH3:16])=[O:13])=[O:5].[CH3:19][Mg]Br, predict the reaction product. (3) Given the reactants [CH3:1][O:2][C:3]1[C:8]([C:9]2[CH:14]=[CH:13][C:12]([O:15][CH:16]3[CH2:21][CH2:20]CCO3)=[CH:11][CH:10]=2)=[CH:7][C:6]([CH2:22][CH:23]([OH:26])[CH2:24][OH:25])=[CH:5][CH:4]=1.CC1C=CC(S(O)(=O)=O)=CC=1, predict the reaction product. The product is: [CH2:16]([O:15][C:12]1[CH:11]=[CH:10][C:9]([C:8]2[C:3]([O:2][CH3:1])=[CH:4][CH:5]=[C:6]([CH2:22][CH:23]([OH:26])[CH2:24][OH:25])[CH:7]=2)=[CH:14][CH:13]=1)[CH:21]=[CH2:20].